This data is from Reaction yield outcomes from USPTO patents with 853,638 reactions. The task is: Predict the reaction yield, written as a fraction of the theoretical maximum amount of product (1.0 means a 100% yield; for example, 0.34 means a 34% yield). (1) The reactants are [NH2:1][C:2]1[S:6][C:5](SC)=[N:4][C:3]=1[C:9]1[CH:14]=[CH:13][CH:12]=[CH:11][CH:10]=1.Cl[C:16]1C=CC=C(C(OO)=O)C=1.[S:26]([O-:30])([O-])(=[O:28])=S.[Na+].[Na+].C(=O)(O)[O-].[Na+]. The catalyst is ClCCl. The product is [NH2:1][C:2]1[S:6][C:5]([S:26]([CH3:16])(=[O:30])=[O:28])=[N:4][C:3]=1[C:9]1[CH:10]=[CH:11][CH:12]=[CH:13][CH:14]=1. The yield is 0.260. (2) The reactants are [F:1][C:2]1[CH:10]=[C:9]([F:11])[CH:8]=[C:7]2[C:3]=1[CH2:4][CH2:5][NH:6]2.[Br:12]N1C(=O)CCC1=O. The catalyst is C(#N)C. The product is [Br:12][C:10]1[C:2]([F:1])=[C:3]2[C:7](=[CH:8][C:9]=1[F:11])[NH:6][CH2:5][CH2:4]2. The yield is 0.580. (3) The reactants are C([O:8][C:9]1[CH:10]=[CH:11][C:12]([C@@H:20]([O:30][Si:31]([C:34]([CH3:37])([CH3:36])[CH3:35])([CH3:33])[CH3:32])[CH2:21][NH:22]CC2C=CC=CC=2)=[C:13]2[C:18]=1[NH:17][C:16](=[O:19])[CH:15]=[CH:14]2)C1C=CC=CC=1.[C:38]([OH:41])(=[O:40])[CH3:39]. The catalyst is CO. The product is [C:38]([OH:41])(=[O:40])[CH3:39].[NH2:22][CH2:21][C@@H:20]([C:12]1[CH:11]=[CH:10][C:9]([OH:8])=[C:18]2[C:13]=1[CH:14]=[CH:15][C:16](=[O:19])[NH:17]2)[O:30][Si:31]([C:34]([CH3:37])([CH3:36])[CH3:35])([CH3:33])[CH3:32]. The yield is 0.850. (4) The yield is 0.0580. The catalyst is CN(C=O)C. The reactants are C([N:20]1[CH:28]=[N:27][C:26]2[C:21]1=[N:22][CH:23]=[N:24][C:25]=2[NH:29]C(=O)OC(C)(C)C)(C1C=CC=CC=1)(C1C=CC=CC=1)C1C=CC=CC=1.Br[CH:38]([C:40]1[O:41][C:42](=[O:56])[C:43]2[C:48]([C:49]=1[C:50]1[CH2:51][CH2:52][O:53][CH2:54][CH:55]=1)=[CH:47][CH:46]=[CH:45][CH:44]=2)[CH3:39].[H-].[Na+]. The product is [N:24]1[C:25]([NH:29][CH:38]([C:40]2[O:41][C:42](=[O:56])[C:43]3[C:48]([C:49]=2[C:50]2[CH2:51][CH2:52][O:53][CH2:54][CH:55]=2)=[CH:47][CH:46]=[CH:45][CH:44]=3)[CH3:39])=[C:26]2[C:21]([NH:20][CH:28]=[N:27]2)=[N:22][CH:23]=1. (5) The reactants are [Cl:1][C:2]1[CH:3]=[C:4]([N:12]=[C:13]2[N:18]([CH2:19][C:20]3[CH:25]=[CH:24][C:23]([CH3:26])=[CH:22][CH:21]=3)[C:17](=[O:27])[N:16]([CH2:28][CH2:29][C:30]([O:32]CC)=[O:31])[C:15](=[O:35])[NH:14]2)[CH:5]=[CH:6][C:7]=1[O:8][CH:9]([CH3:11])[CH3:10].CO.[OH-].[Li+]. The catalyst is C1COCC1. The product is [Cl:1][C:2]1[CH:3]=[C:4]([N:12]=[C:13]2[N:18]([CH2:19][C:20]3[CH:25]=[CH:24][C:23]([CH3:26])=[CH:22][CH:21]=3)[C:17](=[O:27])[N:16]([CH2:28][CH2:29][C:30]([OH:32])=[O:31])[C:15](=[O:35])[NH:14]2)[CH:5]=[CH:6][C:7]=1[O:8][CH:9]([CH3:11])[CH3:10]. The yield is 0.710. (6) The reactants are [F:1][C:2]1[CH:7]=[CH:6][CH:5]=[C:4]([F:8])[C:3]=1[C:9]1[NH:13][CH:12]=[C:11]([CH2:14][OH:15])[CH:10]=1.C[N+]1([O-])CCOCC1. The catalyst is C(#N)C.C(OCC)(=O)C.[Ru]([O-])(=O)(=O)=O.C([N+](CCC)(CCC)CCC)CC. The product is [F:1][C:2]1[CH:7]=[CH:6][CH:5]=[C:4]([F:8])[C:3]=1[C:9]1[NH:13][CH:12]=[C:11]([CH:14]=[O:15])[CH:10]=1. The yield is 0.770. (7) The yield is 0.600. The reactants are [NH2:1][C:2]1[CH:3]=[N:4][N:5]([CH3:24])[C:6]=1[N:7]1[CH2:13][CH2:12][CH:11]([O:14][CH2:15][CH3:16])[CH:10]([NH:17]C(=O)C(F)(F)F)[CH2:9][CH2:8]1.C(OC([NH:32][C:33]1[S:37][C:36]([C:38]2[C:43]([F:44])=[CH:42][CH:41]=[CH:40][C:39]=2[F:45])=[N:35][C:34]=1[C:46](O)=[O:47])=O)(C)(C)C. No catalyst specified. The product is [NH2:32][C:33]1[S:37][C:36]([C:38]2[C:43]([F:44])=[CH:42][CH:41]=[CH:40][C:39]=2[F:45])=[N:35][C:34]=1[C:46]([NH:1][C:2]1[CH:3]=[N:4][N:5]([CH3:24])[C:6]=1[N:7]1[CH2:13][CH2:12][CH:11]([O:14][CH2:15][CH3:16])[CH:10]([NH2:17])[CH2:9][CH2:8]1)=[O:47]. (8) The reactants are Br[C:2]1[CH:8]=[C:7]([N+:9]([O-:11])=[O:10])[CH:6]=[CH:5][C:3]=1[NH2:4].[C:12]([C:14]1[CH:19]=[CH:18][CH:17]=[CH:16][CH:15]=1)#[CH:13]. The catalyst is C(N(CC)CC)C.[Cu]I.Cl[Pd](Cl)([P](C1C=CC=CC=1)(C1C=CC=CC=1)C1C=CC=CC=1)[P](C1C=CC=CC=1)(C1C=CC=CC=1)C1C=CC=CC=1. The product is [N+:9]([C:7]1[CH:6]=[CH:5][C:3]([NH2:4])=[C:2]([C:13]#[C:12][C:14]2[CH:19]=[CH:18][CH:17]=[CH:16][CH:15]=2)[CH:8]=1)([O-:11])=[O:10]. The yield is 0.140. (9) The reactants are [Cl:1][C:2]1[CH:21]=[CH:20][C:5]([O:6][C:7]2[CH:19]=[CH:18][C:10]([O:11][CH2:12][C@@H:13]3[CH2:17][CH2:16][CH2:15][NH:14]3)=[CH:9][CH:8]=2)=[CH:4][CH:3]=1.Br[CH2:23][CH2:24][CH2:25][N:26]1[C:30](=[O:31])[C:29]2=[CH:32][CH:33]=[CH:34][CH:35]=[C:28]2[C:27]1=[O:36].C(=O)([O-])[O-].[K+].[K+]. The catalyst is CN(C=O)C. The product is [Cl:1][C:2]1[CH:21]=[CH:20][C:5]([O:6][C:7]2[CH:19]=[CH:18][C:10]([O:11][CH2:12][C@@H:13]3[CH2:17][CH2:16][CH2:15][N:14]3[CH2:23][CH2:24][CH2:25][N:26]3[C:30](=[O:31])[C:29]4[C:28](=[CH:35][CH:34]=[CH:33][CH:32]=4)[C:27]3=[O:36])=[CH:9][CH:8]=2)=[CH:4][CH:3]=1. The yield is 0.610. (10) The reactants are [CH2:1]([O:8][C:9]1[C:10]([NH:16][C:17]2[S:18][CH:19]=[C:20]([CH2:22][CH2:23][C:24]([O:26][CH3:27])=[O:25])[N:21]=2)=[N:11][CH:12]=[C:13](Br)[N:14]=1)[C:2]1[CH:7]=[CH:6][CH:5]=[CH:4][CH:3]=1.[CH2:28](B1C2CCCC1CCC2)[C:29]1[CH:34]=[CH:33][CH:32]=[CH:31][CH:30]=1.O. The catalyst is CN(C=O)C.C1C=CC(P(C2C=CC=CC=2)[C-]2C=CC=C2)=CC=1.C1C=CC(P(C2C=CC=CC=2)[C-]2C=CC=C2)=CC=1.Cl[Pd]Cl.[Fe+2].ClCCl. The product is [CH2:28]([C:13]1[N:14]=[C:9]([O:8][CH2:1][C:2]2[CH:7]=[CH:6][CH:5]=[CH:4][CH:3]=2)[C:10]([NH:16][C:17]2[S:18][CH:19]=[C:20]([CH2:22][CH2:23][C:24]([O:26][CH3:27])=[O:25])[N:21]=2)=[N:11][CH:12]=1)[C:29]1[CH:34]=[CH:33][CH:32]=[CH:31][CH:30]=1. The yield is 0.788.